This data is from CYP2D6 inhibition data for predicting drug metabolism from PubChem BioAssay. The task is: Regression/Classification. Given a drug SMILES string, predict its absorption, distribution, metabolism, or excretion properties. Task type varies by dataset: regression for continuous measurements (e.g., permeability, clearance, half-life) or binary classification for categorical outcomes (e.g., BBB penetration, CYP inhibition). Dataset: cyp2d6_veith. The compound is NCCS. The result is 0 (non-inhibitor).